From a dataset of Forward reaction prediction with 1.9M reactions from USPTO patents (1976-2016). Predict the product of the given reaction. (1) Given the reactants Cl[CH2:2][C:3]([NH:5][C:6]1[CH:11]=[C:10]([Cl:12])[N:9]=[C:8]([N:13]2[C:17]([CH3:18])=[CH:16][C:15]([CH3:19])=[N:14]2)[N:7]=1)=[O:4].[NH:20]1[CH2:25][CH2:24][O:23][CH2:22][CH2:21]1.C(NC(C)C)(C)C, predict the reaction product. The product is: [Cl:12][C:10]1[N:9]=[C:8]([N:13]2[C:17]([CH3:18])=[CH:16][C:15]([CH3:19])=[N:14]2)[N:7]=[C:6]([NH:5][C:3](=[O:4])[CH2:2][N:20]2[CH2:25][CH2:24][O:23][CH2:22][CH2:21]2)[CH:11]=1. (2) Given the reactants [CH2:1](N(CC)CC)C.O[C:9]1([CH3:17])[CH2:14]S[C:12]([OH:16])([CH3:15])[CH2:11][S:10]1.Cl[C:19]1[C:28]2[C:23](=C[CH:25]=[CH:26][CH:27]=2)C[CH2:21][C:20]=1[CH:29]=O.[OH-].[Na+], predict the reaction product. The product is: [C:12]([C:11]1[S:10][C:9]2[C:17]3[C:27]([CH2:26][CH2:25][C:14]=2[CH:1]=1)=[C:28]([CH3:23])[CH:19]=[C:20]([CH3:29])[CH:21]=3)(=[O:16])[CH3:15]. (3) Given the reactants [Cl-].[Al+3].[Cl-].[Cl-].[H-].[Al+3].[Li+].[H-].[H-].[H-].[C:11]([CH2:13][CH:14]1[O:20][CH2:19][CH2:18][N:17]([C:21]([O:23][C:24]([CH3:27])([CH3:26])[CH3:25])=[O:22])[CH2:16][CH:15]1[C:28]1[CH:33]=[CH:32][C:31]([Cl:34])=[C:30]([Cl:35])[CH:29]=1)#[N:12].S([O-])([O-])(=O)=O.[Na+].[Na+], predict the reaction product. The product is: [NH2:12][CH2:11][CH2:13][CH:14]1[O:20][CH2:19][CH2:18][N:17]([C:21]([O:23][C:24]([CH3:27])([CH3:26])[CH3:25])=[O:22])[CH2:16][CH:15]1[C:28]1[CH:33]=[CH:32][C:31]([Cl:34])=[C:30]([Cl:35])[CH:29]=1. (4) Given the reactants C[N:2](C)[CH:3]=[CH:4][C:5]([C:7]1[C:12](=[O:13])[C:11]([O:14][CH3:15])=[CH:10][N:9]([C:16]2[CH:21]=[CH:20][CH:19]=[C:18]([C:22]([F:25])([F:24])[F:23])[CH:17]=2)[N:8]=1)=O.[C:27]1([NH:33]N)[CH:32]=[CH:31][CH:30]=[CH:29][CH:28]=1, predict the reaction product. The product is: [CH3:15][O:14][C:11]1[C:12](=[O:13])[C:7]([C:5]2[N:33]([C:27]3[CH:32]=[CH:31][CH:30]=[CH:29][CH:28]=3)[N:2]=[CH:3][CH:4]=2)=[N:8][N:9]([C:16]2[CH:21]=[CH:20][CH:19]=[C:18]([C:22]([F:24])([F:23])[F:25])[CH:17]=2)[CH:10]=1. (5) Given the reactants [CH3:1][CH2:2][O-:3].[Na+].C(C(CC)(C([O-])=O)C([O-])=O)C.Cl[C:17]1[CH:22]=[CH:21][C:20]([I:23])=[CH:19][C:18]=1[N+:24]([O-])=O, predict the reaction product. The product is: [I:23][C:20]1[CH:19]=[C:18]2[C:17]([CH2:1][C:2](=[O:3])[NH:24]2)=[CH:22][CH:21]=1.